From a dataset of Catalyst prediction with 721,799 reactions and 888 catalyst types from USPTO. Predict which catalyst facilitates the given reaction. (1) Reactant: Cl[CH2:2][Cl:3].ClC1C=CC(S([CH:14]([C:23]2[CH:28]=[C:27]([F:29])[CH:26]=[CH:25][C:24]=2[F:30])[C:15]2[N:20]=[CH:19][C:18](CN)=[CH:17][CH:16]=2)(=O)=O)=CC=1.C[N:32]1[CH2:37]COCC1.[C:38]([C:40]1[CH:41]=[C:42]([S:46](Cl)(=[O:48])=[O:47])[CH:43]=[CH:44][CH:45]=1)#[N:39]. Product: [Cl:3][C:2]1[CH:44]=[CH:43][C:42]([S:46]([C:19]2[N:20]=[C:15]([CH2:14][C:23]3[CH:28]=[C:27]([F:29])[CH:26]=[CH:25][C:24]=3[F:30])[C:16]([CH2:37][NH:32][S:46]([C:42]3[CH:43]=[CH:44][CH:45]=[C:40]([C:38]#[N:39])[CH:41]=3)(=[O:48])=[O:47])=[CH:17][CH:18]=2)(=[O:48])=[O:47])=[CH:41][CH:40]=1. The catalyst class is: 81. (2) Reactant: Cl.[C@@H:2]12[NH:9][C@@H:6]([CH2:7][CH2:8]1)[CH2:5][N:4]([C:10]1[CH:15]=[CH:14][N:13]=[C:12]([NH:16][C:17]3[CH:18]=[N:19][N:20]([CH3:22])[CH:21]=3)[N:11]=1)[CH2:3]2.CCN(C(C)C)C(C)C.ClC1C=CC([CH:39]2[CH2:41][C:40]2([F:45])[C:42]([O-])=[O:43])=CC=1. Product: [F:45][C:40]1([C:42]([N:9]2[C@H:6]3[CH2:7][CH2:8][C@@H:2]2[CH2:3][N:4]([C:10]2[CH:15]=[CH:14][N:13]=[C:12]([NH:16][C:17]4[CH:18]=[N:19][N:20]([CH3:22])[CH:21]=4)[N:11]=2)[CH2:5]3)=[O:43])[CH2:41][CH2:39]1. The catalyst class is: 12.